Task: Predict the product of the given reaction.. Dataset: Forward reaction prediction with 1.9M reactions from USPTO patents (1976-2016) (1) Given the reactants [Br:1][C:2]1[CH:3]=[CH:4][C:5]([C:14]([OH:16])=O)=[N:6][C:7]=1[O:8][CH2:9][C:10]([F:13])([F:12])[F:11].Cl.[S:18]1[CH:22]=[CH:21][N:20]=[C:19]1[C:23]1([NH2:27])[CH2:26][O:25][CH2:24]1, predict the reaction product. The product is: [S:18]1[CH:22]=[CH:21][N:20]=[C:19]1[C:23]1([NH:27][C:14]([C:5]2[CH:4]=[CH:3][C:2]([Br:1])=[C:7]([O:8][CH2:9][C:10]([F:11])([F:12])[F:13])[N:6]=2)=[O:16])[CH2:26][O:25][CH2:24]1. (2) Given the reactants [CH:1]1[C:10]2[C:5](=[CH:6][CH:7]=[CH:8][CH:9]=2)[CH:4]=[CH:3][N:2]=1.[CH3:11][O:12][C:13]1[CH:14]=[C:15]2[C:19](=[CH:20][CH:21]=1)[N:18]([CH3:22])[C:17](=[O:23])[C:16]2=[O:24].FC(F)(F)S(O[C:31]1[CH:36]=[CH:35][CH:34]=[CH:33][C:32]=1[Si](C)(C)C)(=O)=O.[F-].[K+].O1CCOCCOCCOCCOCCOCC1, predict the reaction product. The product is: [CH3:11][O:12][C:13]1[CH:14]=[C:15]2[C:19](=[CH:20][CH:21]=1)[N:18]([CH3:22])[C:17](=[O:23])[C:16]12[O:24][CH:1]2[C:10]3[C:5]([CH:4]=[CH:3][N:2]2[C:32]2[CH:33]=[CH:34][CH:35]=[CH:36][C:31]1=2)=[CH:6][CH:7]=[CH:8][CH:9]=3. (3) Given the reactants [O:1]1[CH:5]=[CH:4][CH:3]=[C:2]1[C:6]1[C:11](I)=[C:10]([S:13][CH3:14])[N:9]=[C:8]([NH2:15])[N:7]=1.[C:16](#[N:19])[CH:17]=[CH2:18].C(=O)([O-])[O-].[Cs+].[Cs+], predict the reaction product. The product is: [NH2:15][C:8]1[N:7]=[C:6]([C:2]2[O:1][CH:5]=[CH:4][CH:3]=2)[C:11](/[CH:18]=[CH:17]/[C:16]#[N:19])=[C:10]([S:13][CH3:14])[N:9]=1. (4) Given the reactants [CH:1]([C:3]1[CH:4]=[CH:5][C:6]([O:11][CH2:12][C:13]([F:16])([F:15])[F:14])=[C:7]([CH:10]=1)[C:8]#[N:9])=[O:2].P([O-])(O)(O)=[O:18].[K+].Cl([O-])=O.[Na+].CC(=CC)C.S(OS([O-])=O)([O-])=O.[Na+].[Na+], predict the reaction product. The product is: [C:8]([C:7]1[CH:10]=[C:3]([CH:4]=[CH:5][C:6]=1[O:11][CH2:12][C:13]([F:15])([F:14])[F:16])[C:1]([OH:18])=[O:2])#[N:9]. (5) Given the reactants [C:1]([O:5][C:6](=[O:17])[NH:7][C@H:8]([C:10]1[CH:15]=[CH:14][CH:13]=[C:12](Br)[CH:11]=1)[CH3:9])([CH3:4])([CH3:3])[CH3:2].[OH:18][C:19]1[CH:20]=[CH:21][C:22]([CH3:25])=[N:23][CH:24]=1.C(=O)([O-])[O-].[K+].[K+].N1C=CC=CC=1, predict the reaction product. The product is: [C:1]([O:5][C:6](=[O:17])[NH:7][C@H:8]([C:10]1[CH:15]=[CH:14][CH:13]=[C:12]([O:18][C:19]2[CH:24]=[N:23][C:22]([CH3:25])=[CH:21][CH:20]=2)[CH:11]=1)[CH3:9])([CH3:4])([CH3:3])[CH3:2]. (6) Given the reactants [C:1]([O:5][CH2:6][CH2:7][CH2:8][CH2:9][CH2:10][CH2:11][CH2:12][CH2:13][CH2:14][CH2:15][CH2:16][CH2:17][CH2:18][CH2:19][CH2:20][CH2:21][CH2:22][CH2:23][CH2:24][CH2:25][CH2:26][CH3:27])(=[O:4])[CH:2]=[CH2:3], predict the reaction product. The product is: [CH2:27]=[CH:26][C:25]1[CH:20]=[CH:21][CH:22]=[CH:23][CH:24]=1.[C:1]([O:5][CH2:6][CH2:7][CH2:8][CH2:9][CH2:10][CH2:11][CH2:12][CH2:13][CH2:14][CH2:15][CH2:16][CH2:17][CH2:18][CH2:19][CH2:20][CH2:21][CH2:22][CH2:23][CH2:24][CH2:25][CH2:26][CH3:27])(=[O:4])[CH:2]=[CH2:3].